Dataset: Full USPTO retrosynthesis dataset with 1.9M reactions from patents (1976-2016). Task: Predict the reactants needed to synthesize the given product. (1) Given the product [CH3:29][N:12]1[CH:13]=[C:14]2[C:10]([C:8](=[O:9])[NH:7][CH2:6][CH2:5][CH2:4][CH2:3][CH2:2][N:26]3[CH:25]=[C:24]([C:20]4[N:19]=[C:18]([C:16](=[O:17])[NH:15]2)[CH:23]=[CH:22][CH:21]=4)[CH:28]=[N:27]3)=[N:11]1, predict the reactants needed to synthesize it. The reactants are: Br[CH2:2][CH2:3][CH2:4][CH2:5][CH2:6][NH:7][C:8]([C:10]1[C:14]([NH:15][C:16]([C:18]2[CH:23]=[CH:22][CH:21]=[C:20]([C:24]3[CH:25]=[N:26][NH:27][CH:28]=3)[N:19]=2)=[O:17])=[CH:13][N:12]([CH3:29])[N:11]=1)=[O:9].[H-].[Na+]. (2) Given the product [Cl:12][C:9]1[CH:10]=[CH:11][C:6]2[NH:5][C:4](=[O:3])[O:15][CH2:13][C:7]=2[CH:8]=1, predict the reactants needed to synthesize it. The reactants are: C([O:3][C:4](=[O:15])[NH:5][C:6]1[CH:11]=[CH:10][C:9]([Cl:12])=[CH:8][C:7]=1[CH2:13]O)C.C1CCN2C(=NCCC2)CC1. (3) The reactants are: [NH2:1][C:2]1[C:7]([OH:8])=[CH:6][C:5]([Br:9])=[CH:4][N:3]=1.[CH2:10]([O:12][C:13](=[O:24])[C:14](OCC)(OCC)OCC)[CH3:11].C1(C)C=CC(S(O)(=O)=O)=CC=1. Given the product [CH2:10]([O:12][C:13]([C:14]1[O:8][C:7]2[C:2]([N:1]=1)=[N:3][CH:4]=[C:5]([Br:9])[CH:6]=2)=[O:24])[CH3:11], predict the reactants needed to synthesize it. (4) The reactants are: Cl[C:2]1[C:11]2=[N:12][N:13](CC3C=CC(OC)=CC=3)[CH:14]=[C:10]2[C:9]2[CH:8]=[C:7]([O:24][CH3:25])[CH:6]=[CH:5][C:4]=2[N:3]=1.[CH:26]1([CH2:29][N:30]2[CH2:35][CH2:34][N:33]([C:36]3[CH:42]=[CH:41][C:39]([NH2:40])=[CH:38][CH:37]=3)[CH2:32][CH2:31]2)[CH2:28][CH2:27]1.Cl. Given the product [CH:26]1([CH2:29][N:30]2[CH2:35][CH2:34][N:33]([C:36]3[CH:37]=[CH:38][C:39]([NH:40][C:2]4[C:11]5=[N:12][NH:13][CH:14]=[C:10]5[C:9]5[CH:8]=[C:7]([O:24][CH3:25])[CH:6]=[CH:5][C:4]=5[N:3]=4)=[CH:41][CH:42]=3)[CH2:32][CH2:31]2)[CH2:27][CH2:28]1, predict the reactants needed to synthesize it. (5) Given the product [Cl:16][C:17]1[CH:25]=[CH:24][C:23]2[N:22]([C:36]([O:35][C:32]([CH3:34])([CH3:33])[CH3:31])=[O:37])[C:21]3[C:26](=[O:29])[CH2:27][CH2:28][C:20]=3[C:19]=2[C:18]=1[Cl:30], predict the reactants needed to synthesize it. The reactants are: ClC1C(Cl)=CC2C3CCC(=O)C=3NC=2C=1.[Cl:16][C:17]1[CH:25]=[CH:24][C:23]2[NH:22][C:21]3[C:26](=[O:29])[CH2:27][CH2:28][C:20]=3[C:19]=2[C:18]=1[Cl:30].[CH3:31][C:32]([O:35][C:36](O[C:36]([O:35][C:32]([CH3:34])([CH3:33])[CH3:31])=[O:37])=[O:37])([CH3:34])[CH3:33]. (6) Given the product [NH:13]1[CH:17]=[CH:16][N:15]=[C:14]1[CH2:2][C:3]([C:5]1[CH:10]=[CH:9][C:8]([C:11]#[N:12])=[CH:7][CH:6]=1)=[O:4], predict the reactants needed to synthesize it. The reactants are: Cl[CH2:2][C:3]([C:5]1[CH:10]=[CH:9][C:8]([C:11]#[N:12])=[CH:7][CH:6]=1)=[O:4].[NH:13]1[CH:17]=[CH:16][N:15]=[CH:14]1.